This data is from Full USPTO retrosynthesis dataset with 1.9M reactions from patents (1976-2016). The task is: Predict the reactants needed to synthesize the given product. (1) The reactants are: [CH3:1][O:2][C:3]1[CH:12]=[C:11]2[C:6]([CH:7]=[CH:8][CH:9]=[C:10]2[CH2:13][CH2:14][NH:15][C:16](=[O:18])[CH3:17])=[CH:5][CH:4]=1.[C:19]1([S:25]([OH:28])(=[O:27])=[O:26])[CH:24]=[CH:23][CH:22]=[CH:21][CH:20]=1.C1CCCCC1. Given the product [C:19]1([S:25]([OH:28])(=[O:27])=[O:26])[CH:24]=[CH:23][CH:22]=[CH:21][CH:20]=1.[CH3:1][O:2][C:3]1[CH:12]=[C:11]2[C:6]([CH:7]=[CH:8][CH:9]=[C:10]2[CH2:13][CH2:14][NH:15][C:16](=[O:18])[CH3:17])=[CH:5][CH:4]=1, predict the reactants needed to synthesize it. (2) Given the product [Cl:25][C:8]1[C:7]([CH3:26])=[C:6]([C:27](=[O:29])[CH3:28])[C:5]([O:4][CH2:3][CH2:2][N:32]2[CH2:33][CH2:34][O:35][CH2:36][C@@H:31]2[CH3:30])=[C:10]([O:11][CH2:12][CH2:13][CH:14]([C:16]2[CH:21]=[CH:20][C:19]([F:22])=[CH:18][CH:17]=2)[CH3:15])[C:9]=1[O:23][CH3:24], predict the reactants needed to synthesize it. The reactants are: Br[CH2:2][CH2:3][O:4][C:5]1[C:10]([O:11][CH2:12][CH2:13][CH:14]([C:16]2[CH:21]=[CH:20][C:19]([F:22])=[CH:18][CH:17]=2)[CH3:15])=[C:9]([O:23][CH3:24])[C:8]([Cl:25])=[C:7]([CH3:26])[C:6]=1[C:27](=[O:29])[CH3:28].[CH3:30][C@H:31]1[CH2:36][O:35][CH2:34][CH2:33][NH:32]1. (3) The reactants are: [OH:1][C:2]1[C:7]([N+:8]([O-:10])=[O:9])=[CH:6][CH:5]=[CH:4][C:3]=1[C:11](=[O:21])/[CH:12]=[CH:13]/[C:14]1[CH:19]=[CH:18][CH:17]=[CH:16][C:15]=1[CH3:20].II.CS(C)=O. Given the product [N+:8]([C:7]1[CH:6]=[CH:5][CH:4]=[C:3]2[C:2]=1[O:1][C:13]([C:14]1[CH:19]=[CH:18][CH:17]=[CH:16][C:15]=1[CH3:20])=[CH:12][C:11]2=[O:21])([O-:10])=[O:9], predict the reactants needed to synthesize it. (4) Given the product [CH3:7][O:9][CH2:8][CH2:19][CH2:18][N:14]([CH2:15][CH2:16][OH:17])[CH2:13][CH2:12][OH:11], predict the reactants needed to synthesize it. The reactants are: COCCCN.[CH2:7]1[O:9][CH2:8]1.C[O:11][CH2:12][CH2:13][N:14]([CH2:18][CH2:19]O)[CH2:15][CH2:16][OH:17]. (5) The reactants are: F[C:2]1[C:3]([CH3:23])=[N:4][C:5]2[C:10]([N:11]=1)=[C:9]([C:12]1[NH:20][C:19]3[CH:18]([CH3:21])[CH2:17][NH:16][C:15](=[O:22])[C:14]=3[CH:13]=1)[CH:8]=[CH:7][CH:6]=2.[CH:24]1([NH2:27])[CH2:26][CH2:25]1.CO.C(Cl)Cl. Given the product [CH:24]1([NH:27][C:2]2[C:3]([CH3:23])=[N:4][C:5]3[C:10]([N:11]=2)=[C:9]([C:12]2[NH:20][C:19]4[CH:18]([CH3:21])[CH2:17][NH:16][C:15](=[O:22])[C:14]=4[CH:13]=2)[CH:8]=[CH:7][CH:6]=3)[CH2:26][CH2:25]1, predict the reactants needed to synthesize it. (6) The reactants are: [F:1][C:2]([F:16])([F:15])[CH2:3][O:4][C:5]1[CH:10]=[CH:9][C:8]([O:11]CC=C)=[CH:7][CH:6]=1.Cl[C:18]1[CH:23]=CC(Cl)=C[C:19]=1Cl. Given the product [CH2:23]([C:7]1[CH:6]=[C:5]([O:4][CH2:3][C:2]([F:1])([F:15])[F:16])[CH:10]=[CH:9][C:8]=1[OH:11])[CH:18]=[CH2:19], predict the reactants needed to synthesize it. (7) Given the product [Cl:11][C:12]1[N:17]=[C:16]([NH:10][C:6]2[C:5]3[O:1][CH:2]=[N:3][C:4]=3[CH:9]=[CH:8][CH:7]=2)[CH:15]=[CH:14][N:13]=1, predict the reactants needed to synthesize it. The reactants are: [O:1]1[C:5]2[C:6]([NH2:10])=[CH:7][CH:8]=[CH:9][C:4]=2[N:3]=[CH:2]1.[Cl:11][C:12]1[N:17]=[C:16](Cl)[CH:15]=[CH:14][N:13]=1.C1CCN2C(=NCCC2)CC1.C1(P(C2C=CC=CC=2)C2C3OC4C(=CC=CC=4P(C4C=CC=CC=4)C4C=CC=CC=4)C(C)(C)C=3C=CC=2)C=CC=CC=1. (8) Given the product [CH3:1][O:2][C:3]([C:5]1[N:13]=[C:12]2[C:8]([N:9]=[CH:10][N:11]2[C@@H:14]2[CH2:18][C@H:17]([O:19][C:42]([O:44][CH2:45][CH3:46])=[O:43])[CH:16]=[CH:15]2)=[C:7]([NH:20][CH2:21][CH:22]([C:29]2[CH:30]=[CH:31][CH:32]=[CH:33][CH:34]=2)[C:23]2[CH:24]=[CH:25][CH:26]=[CH:27][CH:28]=2)[N:6]=1)=[O:4], predict the reactants needed to synthesize it. The reactants are: [CH3:1][O:2][C:3]([C:5]1[N:13]=[C:12]2[C:8]([N:9]=[CH:10][N:11]2[C@@H:14]2[CH2:18][C@H:17]([OH:19])[CH:16]=[CH:15]2)=[C:7]([NH:20][CH2:21][CH:22]([C:29]2[CH:34]=[CH:33][CH:32]=[CH:31][CH:30]=2)[C:23]2[CH:28]=[CH:27][CH:26]=[CH:25][CH:24]=2)[N:6]=1)=[O:4].N1C=CC=CC=1.Cl[C:42]([O:44][CH2:45][CH3:46])=[O:43].